This data is from NCI-60 drug combinations with 297,098 pairs across 59 cell lines. The task is: Regression. Given two drug SMILES strings and cell line genomic features, predict the synergy score measuring deviation from expected non-interaction effect. (1) Drug 1: C1CC(=O)NC(=O)C1N2C(=O)C3=CC=CC=C3C2=O. Drug 2: CN(C(=O)NC(C=O)C(C(C(CO)O)O)O)N=O. Cell line: HCT-15. Synergy scores: CSS=-16.2, Synergy_ZIP=-6.88, Synergy_Bliss=-29.9, Synergy_Loewe=-36.5, Synergy_HSA=-43.8. (2) Drug 1: CN(CC1=CN=C2C(=N1)C(=NC(=N2)N)N)C3=CC=C(C=C3)C(=O)NC(CCC(=O)O)C(=O)O. Drug 2: CCC1(C2=C(COC1=O)C(=O)N3CC4=CC5=C(C=CC(=C5CN(C)C)O)N=C4C3=C2)O.Cl. Cell line: COLO 205. Synergy scores: CSS=44.9, Synergy_ZIP=-9.50, Synergy_Bliss=-12.4, Synergy_Loewe=-7.60, Synergy_HSA=-6.61.